Dataset: Reaction yield outcomes from USPTO patents with 853,638 reactions. Task: Predict the reaction yield, written as a fraction of the theoretical maximum amount of product (1.0 means a 100% yield; for example, 0.34 means a 34% yield). (1) The yield is 0.660. The reactants are [NH:1]1[CH2:6][CH2:5][C:4]2([CH2:12][CH2:11][C:10](=[O:13])[C:9]3[CH:14]=[CH:15][CH:16]=[CH:17][C:8]=3[NH:7]2)[CH2:3][CH2:2]1.[C:18]([C:20]1[CH:27]=[CH:26][C:23]([CH2:24]Br)=[CH:22][CH:21]=1)#[N:19]. The product is [C:18]([C:20]1[CH:27]=[CH:26][C:23]([CH2:24][N:1]2[CH2:6][CH2:5][C:4]3([CH2:12][CH2:11][C:10](=[O:13])[C:9]4[CH:14]=[CH:15][CH:16]=[CH:17][C:8]=4[NH:7]3)[CH2:3][CH2:2]2)=[CH:22][CH:21]=1)#[N:19]. The catalyst is C1COCC1. (2) The reactants are [O:1]1[CH:5]=[CH:4][CH:3]=[C:2]1[C:6]1[O:7][C:8]([CH3:36])=[C:9]([CH2:11][O:12][C:13]2[CH:33]=[CH:32][C:16]([CH2:17][O:18][C:19]3[C:23]([CH2:24]O)=[CH:22][N:21]([C:26]4[CH:31]=[CH:30][CH:29]=[CH:28][CH:27]=4)[N:20]=3)=[CH:15][C:14]=2[O:34][CH3:35])[N:10]=1.C(P(CCCC)CCCC)CCC.[NH:50]1[CH:54]=[N:53][CH:52]=[N:51]1.N(C(N1CCCCC1)=O)=NC(N1CCCCC1)=O. The catalyst is O1CCCC1. The product is [O:1]1[CH:5]=[CH:4][CH:3]=[C:2]1[C:6]1[O:7][C:8]([CH3:36])=[C:9]([CH2:11][O:12][C:13]2[CH:33]=[CH:32][C:16]([CH2:17][O:18][C:19]3[C:23]([CH2:24][N:50]4[CH:54]=[N:53][CH:52]=[N:51]4)=[CH:22][N:21]([C:26]4[CH:27]=[CH:28][CH:29]=[CH:30][CH:31]=4)[N:20]=3)=[CH:15][C:14]=2[O:34][CH3:35])[N:10]=1. The yield is 0.410. (3) The reactants are [C:1]1([N:7]2[CH:11]=[CH:10][C:9]([CH:12]([OH:15])[CH2:13][CH3:14])=[N:8]2)[CH:6]=[CH:5][CH:4]=[CH:3][CH:2]=1.CC(OI1(OC(C)=O)(OC(C)=O)OC(=O)C2C=CC=CC1=2)=O.CCOC(C)=O. The catalyst is C(Cl)Cl. The product is [C:1]1([N:7]2[CH:11]=[CH:10][C:9]([C:12](=[O:15])[CH2:13][CH3:14])=[N:8]2)[CH:6]=[CH:5][CH:4]=[CH:3][CH:2]=1. The yield is 0.780. (4) The reactants are [CH2:1]([N:8]1[CH2:14][C:13]2[N:15]=[CH:16][C:17](Cl)=[N:18][C:12]=2[O:11][CH2:10][CH2:9]1)[C:2]1[CH:7]=[CH:6][CH:5]=[CH:4][CH:3]=1.[CH3:20][C@@H:21]1[CH2:26][O:25][CH2:24][CH2:23][NH:22]1.CC(C1C=C(C(C)C)C(C2C=CC=CC=2P(C2CCCCC2)C2CCCCC2)=C(C(C)C)C=1)C.CC(C)([O-])C.[Na+]. The catalyst is C1(C)C=CC=CC=1.C1C=CC(/C=C/C(/C=C/C2C=CC=CC=2)=O)=CC=1.C1C=CC(/C=C/C(/C=C/C2C=CC=CC=2)=O)=CC=1.C1C=CC(/C=C/C(/C=C/C2C=CC=CC=2)=O)=CC=1.[Pd].[Pd].O. The product is [CH2:1]([N:8]1[CH2:14][C:13]2[N:15]=[CH:16][C:17]([N:22]3[CH2:23][CH2:24][O:25][CH2:26][C@H:21]3[CH3:20])=[N:18][C:12]=2[O:11][CH2:10][CH2:9]1)[C:2]1[CH:7]=[CH:6][CH:5]=[CH:4][CH:3]=1. The yield is 0.600. (5) The reactants are [F:1][C:2]([F:32])([F:31])[C:3]1([CH2:6][N:7]2[CH2:12][CH2:11][CH:10]([CH2:13][O:14][C:15]3[CH:20]=[CH:19][C:18]([C:21]4[CH:26]=[CH:25][C:24]([C:27]([O:29]C)=[O:28])=[CH:23][CH:22]=4)=[CH:17][CH:16]=3)[CH2:9][CH2:8]2)[CH2:5][CH2:4]1.CO.O.[Li+].[OH-]. The catalyst is C1COCC1. The product is [F:32][C:2]([F:1])([F:31])[C:3]1([CH2:6][N:7]2[CH2:12][CH2:11][CH:10]([CH2:13][O:14][C:15]3[CH:20]=[CH:19][C:18]([C:21]4[CH:26]=[CH:25][C:24]([C:27]([OH:29])=[O:28])=[CH:23][CH:22]=4)=[CH:17][CH:16]=3)[CH2:9][CH2:8]2)[CH2:5][CH2:4]1. The yield is 0.970. (6) The reactants are [CH3:1][C:2]1[CH:10]=[CH:9][CH:8]=[CH:7][C:3]=1[C:4](O)=[O:5].Cl.CN(C)CCCN=C=NCC.C(N(CC)C(C)C)(C)C.Cl.[CH3:33][NH:34][O:35][CH3:36]. The catalyst is C(Cl)(Cl)Cl.O. The product is [CH3:36][O:35][N:34]([CH3:33])[C:4](=[O:5])[C:3]1[CH:7]=[CH:8][CH:9]=[CH:10][C:2]=1[CH3:1]. The yield is 0.500.